Dataset: Full USPTO retrosynthesis dataset with 1.9M reactions from patents (1976-2016). Task: Predict the reactants needed to synthesize the given product. Given the product [Cl:1][C:2]1[CH:7]=[CH:6][C:5]([C:8]2[CH:9]=[C:10]([C:20]([NH:22][N:23]3[CH2:28][CH2:27][N:26]([CH2:29][CH2:30][OH:31])[CH2:25][CH2:24]3)=[O:21])[CH:11]=[N:12][C:13]=2[O:14][CH2:15][C:16]([F:18])([F:19])[F:17])=[CH:4][CH:3]=1, predict the reactants needed to synthesize it. The reactants are: [Cl:1][C:2]1[CH:7]=[CH:6][C:5]([C:8]2[CH:9]=[C:10]([C:20]([NH:22][N:23]3[CH2:28][CH2:27][N:26]([CH2:29][CH2:30][O:31]C(=O)C)[CH2:25][CH2:24]3)=[O:21])[CH:11]=[N:12][C:13]=2[O:14][CH2:15][C:16]([F:19])([F:18])[F:17])=[CH:4][CH:3]=1.C1COCC1.CO.[OH-].[Li+].